The task is: Binary Classification. Given a drug SMILES string, predict its activity (active/inactive) in a high-throughput screening assay against a specified biological target.. This data is from Cav3 T-type calcium channel HTS with 100,875 compounds. (1) The drug is O=C(N1CCN(CC1)c1ccccc1)c1cc2[nH]c(=O)c(nc2cc1)c1c(NC(=O)C)cccc1. The result is 0 (inactive). (2) The molecule is n12nc(nc2nc(cc1C)C)c1cccnc1. The result is 0 (inactive). (3) The compound is s1c2c(c3c(n4CCCCCc4nc13)=N)CCCC2. The result is 0 (inactive). (4) The compound is s1c(Nc2c(cccc2)C)nnc1SC. The result is 0 (inactive). (5) The compound is OC1(CC2N(C(C1)CC2)CC(=O)Nc1cc(OC)cc(OC)c1)c1cccnc1. The result is 0 (inactive). (6) The molecule is Brc1cc(C(OCC(=O)NCCC=2CCCCC2)=O)cnc1. The result is 0 (inactive).